This data is from Reaction yield outcomes from USPTO patents with 853,638 reactions. The task is: Predict the reaction yield, written as a fraction of the theoretical maximum amount of product (1.0 means a 100% yield; for example, 0.34 means a 34% yield). (1) The reactants are C([O:3][C:4](=O)[C:5]([C:39]1[CH:44]=[CH:43][C:42]([CH2:45][CH:46]([CH3:48])[CH3:47])=[CH:41][CH:40]=1)([CH3:38])[CH2:6][CH2:7][CH2:8][CH2:9][CH:10]([CH:32]1[S:37][CH2:36][CH2:35][CH2:34][S:33]1)[CH2:11][CH2:12][CH2:13][CH2:14][C:15]([C:22]1[CH:27]=[CH:26][C:25]([CH2:28][CH:29]([CH3:31])[CH3:30])=[CH:24][CH:23]=1)([CH3:21])[C:16](OCC)=[O:17])C.[H-].[H-].[H-].[H-].[Li+].[Al+3]. The catalyst is C1COCC1. The product is [CH2:45]([C:42]1[CH:43]=[CH:44][C:39]([C:5]([CH3:38])([CH2:6][CH2:7][CH2:8][CH2:9][CH:10]([CH:32]2[S:33][CH2:34][CH2:35][CH2:36][S:37]2)[CH2:11][CH2:12][CH2:13][CH2:14][C:15]([C:22]2[CH:27]=[CH:26][C:25]([CH2:28][CH:29]([CH3:31])[CH3:30])=[CH:24][CH:23]=2)([CH3:21])[CH2:16][OH:17])[CH2:4][OH:3])=[CH:40][CH:41]=1)[CH:46]([CH3:48])[CH3:47]. The yield is 0.940. (2) The reactants are [C:1]([O:7][CH2:8][CH3:9])(=[O:6])[CH2:2][C:3]([CH3:5])=O.P(Cl)(Cl)(Cl)(Cl)[Cl:11]. The product is [CH2:8]([O:7][C:1](=[O:6])[CH:2]=[C:3]([Cl:11])[CH3:5])[CH3:9]. The catalyst is O. The yield is 0.430. (3) The reactants are [F:1][C:2]1[CH:3]=[CH:4][C:5]([SH:11])=[C:6]([CH:10]=1)[C:7]([OH:9])=[O:8].SC1C=CC=CC=1C(O)=O.Br[C:23]1[CH:31]=[C:30]([F:32])[CH:29]=[CH:28][C:24]=1[C:25]([OH:27])=[O:26]. No catalyst specified. The product is [C:7]([C:6]1[CH:10]=[C:2]([F:1])[CH:3]=[CH:4][C:5]=1[S:11][C:23]1[CH:31]=[C:30]([F:32])[CH:29]=[CH:28][C:24]=1[C:25]([OH:27])=[O:26])([OH:9])=[O:8]. The yield is 0.960.